Dataset: Forward reaction prediction with 1.9M reactions from USPTO patents (1976-2016). Task: Predict the product of the given reaction. (1) Given the reactants Br[C:2]1[N:7]=[C:6]([C:8]([O:10][CH3:11])=[O:9])[CH:5]=[CH:4][C:3]=1[F:12].[F:13][C:14]1[CH:15]=[C:16]([C:30]2([OH:36])[CH2:35][CH2:34][O:33][CH2:32][CH2:31]2)[CH:17]=[C:18]([F:29])[C:19]=1B1OC(C)(C)C(C)(C)O1, predict the reaction product. The product is: [F:29][C:18]1[CH:17]=[C:16]([C:30]2([OH:36])[CH2:31][CH2:32][O:33][CH2:34][CH2:35]2)[CH:15]=[C:14]([F:13])[C:19]=1[C:2]1[N:7]=[C:6]([C:8]([O:10][CH3:11])=[O:9])[CH:5]=[CH:4][C:3]=1[F:12]. (2) Given the reactants [NH2:1][C:2]1[CH:7]=[C:6]([CH3:8])[CH:5]=[CH:4][C:3]=1[S:9][C:10]1[CH:15]=[CH:14][C:13]([OH:16])=[CH:12][CH:11]=1.[C:17]1(B(O)O)[CH:22]=[CH:21][CH:20]=[CH:19][CH:18]=1.C(N(CC)CC)C, predict the reaction product. The product is: [CH3:8][C:6]1[CH:5]=[CH:4][C:3]([S:9][C:10]2[CH:15]=[CH:14][C:13]([O:16][C:17]3[CH:22]=[CH:21][CH:20]=[CH:19][CH:18]=3)=[CH:12][CH:11]=2)=[C:2]([NH2:1])[CH:7]=1. (3) Given the reactants [C:1]1([C:7]([C:24]2[CH:29]=[CH:28][CH:27]=[CH:26][CH:25]=2)=[CH:8][CH2:9][N:10]2[CH2:15][CH2:14][N:13]([C:16]3[CH:23]=[CH:22][C:19]([C:20]#[N:21])=[CH:18][CH:17]=3)[CH2:12][CH2:11]2)[CH:6]=[CH:5][CH:4]=[CH:3][CH:2]=1.[Li+].C[Si]([N-:35][Si](C)(C)C)(C)C, predict the reaction product. The product is: [C:24]1([C:7]([C:1]2[CH:2]=[CH:3][CH:4]=[CH:5][CH:6]=2)=[CH:8][CH2:9][N:10]2[CH2:11][CH2:12][N:13]([C:16]3[CH:17]=[CH:18][C:19]([C:20](=[NH:35])[NH2:21])=[CH:22][CH:23]=3)[CH2:14][CH2:15]2)[CH:29]=[CH:28][CH:27]=[CH:26][CH:25]=1. (4) Given the reactants Cl[C:2]1[N:7]=[C:6]([C:8]2[N:13]=[C:12]([C:14]3[CH:19]=[CH:18][C:17]([C:20]([F:23])([F:22])[F:21])=[CH:16][CH:15]=3)[CH:11]=[C:10]([C:24]([F:27])([F:26])[F:25])[N:9]=2)[CH:5]=[CH:4][N:3]=1.[NH2:28][C:29]1[CH:34]=[CH:33][C:32](B2OC(C)(C)C(C)(C)O2)=[CH:31][N:30]=1, predict the reaction product. The product is: [F:25][C:24]([F:27])([F:26])[C:10]1[N:9]=[C:8]([C:6]2[CH:5]=[CH:4][N:3]=[C:2]([C:32]3[CH:33]=[CH:34][C:29]([NH2:28])=[N:30][CH:31]=3)[N:7]=2)[N:13]=[C:12]([C:14]2[CH:19]=[CH:18][C:17]([C:20]([F:23])([F:22])[F:21])=[CH:16][CH:15]=2)[CH:11]=1. (5) The product is: [C:1]([O:5][C:6]([N:8]1[C:21]2[C:13](=[CH:14][C:15]3[O:16][C:17]([F:23])([F:22])[O:18][C:19]=3[CH:20]=2)[C@H:12]([OH:24])[CH2:11][CH2:10][CH2:9]1)=[O:7])([CH3:4])([CH3:2])[CH3:3]. Given the reactants [C:1]([O:5][C:6]([N:8]1[C:21]2[C:13](=[CH:14][C:15]3[O:16][C:17]([F:23])([F:22])[O:18][C:19]=3[CH:20]=2)[C:12](=[O:24])[CH2:11][CH2:10][CH2:9]1)=[O:7])([CH3:4])([CH3:3])[CH3:2].B.CSC.B1(C)OC(C2C=CC=CC=2)(C2C=CC=CC=2)[C@@H]2N1CCC2.C(OCC)(=O)C.CCCCCC, predict the reaction product.